From a dataset of Reaction yield outcomes from USPTO patents with 853,638 reactions. Predict the reaction yield, written as a fraction of the theoretical maximum amount of product (1.0 means a 100% yield; for example, 0.34 means a 34% yield). (1) The reactants are Cl[C:2]1[C:7]([CH3:8])=[C:6]([Cl:9])[N:5]=[CH:4][C:3]=1[C:10]([N:12]1[CH2:17][CH2:16][CH:15]([C:18]2[CH:23]=[CH:22][C:21]([F:24])=[CH:20][CH:19]=2)[CH2:14][CH2:13]1)=[O:11].[Cl:25][C:26]1[CH:32]=[CH:31][C:29]([NH2:30])=[C:28]([F:33])[CH:27]=1. No catalyst specified. The product is [Cl:9][C:6]1[N:5]=[CH:4][C:3]([C:10]([N:12]2[CH2:13][CH2:14][CH:15]([C:18]3[CH:23]=[CH:22][C:21]([F:24])=[CH:20][CH:19]=3)[CH2:16][CH2:17]2)=[O:11])=[C:2]([NH:30][C:29]2[CH:31]=[CH:32][C:26]([Cl:25])=[CH:27][C:28]=2[F:33])[C:7]=1[CH3:8]. The yield is 0.710. (2) The reactants are [CH2:1]([O:8][C:9](=[O:26])[CH:10](Br)[CH2:11][CH2:12][C:13]1[CH:17]=[CH:16][N:15](C(OC(C)(C)C)=O)[N:14]=1)[C:2]1[CH:7]=[CH:6][CH:5]=[CH:4][CH:3]=1.C(O)(C(F)(F)F)=O.C(=O)([O-])[O-].[K+].[K+].[I-].[Na+]. The yield is 0.640. The product is [N:15]1[N:14]2[CH:10]([C:9]([O:8][CH2:1][C:2]3[CH:7]=[CH:6][CH:5]=[CH:4][CH:3]=3)=[O:26])[CH2:11][CH2:12][C:13]2=[CH:17][CH:16]=1. The catalyst is ClCCl. (3) The reactants are [CH:1]([Si:4]([CH:38]([CH3:40])[CH3:39])([CH:35]([CH3:37])[CH3:36])[O:5][CH2:6][C@@H:7]1[C@@H:12]([O:13][Si:14]([CH:21]([CH3:23])[CH3:22])([CH:18]([CH3:20])[CH3:19])[CH:15]([CH3:17])[CH3:16])[C@H:11]([O:24][Si:25]([CH:32]([CH3:34])[CH3:33])([CH:29]([CH3:31])[CH3:30])[CH:26]([CH3:28])[CH3:27])[CH:10]=[CH:9][O:8]1)([CH3:3])[CH3:2].[Li]C(C)(C)C.B(OC)(OC)OC.C([O-])([O-])=O.[Na+].[Na+].Cl[C:60]1[CH:65]=[CH:64][N:63]=[CH:62][C:61]=1[N+:66]([O-:68])=[O:67]. The catalyst is C1COCC1.COCCOC.C(OCC)(=O)C.O.C1C=CC(P(C2C=CC=CC=2)C2C=CC=CC=2)=CC=1.C1C=CC(P(C2C=CC=CC=2)C2C=CC=CC=2)=CC=1.Cl[Pd]Cl. The product is [CH:15]([Si:14]([CH:21]([CH3:22])[CH3:23])([CH:18]([CH3:19])[CH3:20])[O:13][C@H:12]1[C@H:11]([O:24][Si:25]([CH:26]([CH3:28])[CH3:27])([CH:29]([CH3:31])[CH3:30])[CH:32]([CH3:34])[CH3:33])[CH:10]=[C:9]([C:60]2[CH:65]=[CH:64][N:63]=[CH:62][C:61]=2[N+:66]([O-:68])=[O:67])[O:8][C@@H:7]1[CH2:6][O:5][Si:4]([CH:1]([CH3:3])[CH3:2])([CH:35]([CH3:37])[CH3:36])[CH:38]([CH3:40])[CH3:39])([CH3:16])[CH3:17]. The yield is 0.850.